This data is from Forward reaction prediction with 1.9M reactions from USPTO patents (1976-2016). The task is: Predict the product of the given reaction. (1) Given the reactants [Cl:1][CH2:2][N:3]1[CH:7]=[C:6]([C:8]2[CH:13]=[CH:12][CH:11]=[CH:10][CH:9]=2)[N:5]=[N:4]1.[O:14](C)[S:15]([C:18]([F:21])([F:20])[F:19])(=[O:17])=[O:16], predict the reaction product. The product is: [O-:17][S:15]([C:18]([F:21])([F:20])[F:19])(=[O:16])=[O:14].[Cl:1][CH2:2][N:3]1[CH:7]=[C:6]([C:8]2[CH:9]=[CH:10][CH:11]=[CH:12][CH:13]=2)[N+:5]([CH3:18])=[N:4]1. (2) Given the reactants [Cl:1][C:2]1[CH:7]=[CH:6][C:5]([CH2:8][CH2:9][NH2:10])=[CH:4][CH:3]=1.C(N(CC)CC)C.[Br:18][CH2:19][C:20]1[CH:25]=[CH:24][C:23]([S:26](Cl)(=[O:28])=[O:27])=[CH:22][CH:21]=1.C(OCC)(=O)C, predict the reaction product. The product is: [Br:18][CH2:19][C:20]1[CH:21]=[CH:22][C:23]([S:26]([NH:10][CH2:9][CH2:8][C:5]2[CH:6]=[CH:7][C:2]([Cl:1])=[CH:3][CH:4]=2)(=[O:28])=[O:27])=[CH:24][CH:25]=1. (3) Given the reactants C([O:3][C:4]([C:6]1([C:9]2[CH:14]=[CH:13][C:12]([C:15]3[CH:20]=[CH:19][C:18]([C:21]4[O:25][N:24]=[C:23]([CH3:26])[C:22]=4[CH2:27][OH:28])=[CH:17][CH:16]=3)=[CH:11][CH:10]=2)[CH2:8][CH2:7]1)=[O:5])C.Br[CH2:30][C:31]1[CH:36]=[CH:35][CH:34]=[CH:33][C:32]=1[Cl:37], predict the reaction product. The product is: [Cl:37][C:32]1[CH:33]=[CH:34][CH:35]=[CH:36][C:31]=1[CH2:30][O:28][CH2:27][C:22]1[C:23]([CH3:26])=[N:24][O:25][C:21]=1[C:18]1[CH:19]=[CH:20][C:15]([C:12]2[CH:11]=[CH:10][C:9]([C:6]3([C:4]([OH:3])=[O:5])[CH2:7][CH2:8]3)=[CH:14][CH:13]=2)=[CH:16][CH:17]=1. (4) Given the reactants [F:1][C@H:2]1[CH2:19][C@@:17]2([CH3:18])[C@@H:13]([CH2:14][CH2:15][C:16]2=[O:20])[C@H:12]2[C@H:3]1[C:4]1[CH:5]=[CH:6][C:7]([OH:27])=[CH:8][C:9]=1[CH2:10][C@H:11]2[CH2:21][CH2:22][CH2:23][CH2:24][CH2:25]I.[CH3:28][NH:29][CH2:30][CH:31]=[C:32]([F:43])[C:33]([F:42])([F:41])[C:34]([F:40])([F:39])[C:35]([F:38])([F:37])[F:36], predict the reaction product. The product is: [F:1][C@H:2]1[CH2:19][C@@:17]2([CH3:18])[C@@H:13]([CH2:14][CH2:15][C:16]2=[O:20])[C@H:12]2[C@H:3]1[C:4]1[CH:5]=[CH:6][C:7]([OH:27])=[CH:8][C:9]=1[CH2:10][C@H:11]2[CH2:21][CH2:22][CH2:23][CH2:24][CH2:25][N:29]([CH3:28])[CH2:30][CH:31]=[C:32]([F:43])[C:33]([F:41])([F:42])[C:34]([F:39])([F:40])[C:35]([F:36])([F:37])[F:38].